From a dataset of Forward reaction prediction with 1.9M reactions from USPTO patents (1976-2016). Predict the product of the given reaction. (1) Given the reactants O[C@@H]1CCN([C:7]([C:9]2[CH:14]=[CH:13][C:12](OC(F)(F)F)=[CH:11][CH:10]=2)=O)[C@H]1C(NO)=O.F[P-](F)(F)(F)(F)F.N1(O[P+](N(C)C)(N(C)C)N(C)C)[C:35]2[CH:36]=[CH:37][CH:38]=[CH:39][C:34]=2N=N1.CCN(C(C)C)C(C)C.[OH:60][C@@H:61]1[CH2:65]C[N:63]([C:66]([C:68]2[CH:73]=[CH:72][C:71](OC(F)(F)F)=[CH:70][CH:69]=2)=[O:67])[C@H:62]1[C:79]([NH:81][O:82][CH2:83][C:84]1[CH:89]=[CH:88][CH:87]=[CH:86][CH:85]=1)=[O:80].CC[O:92][C:93](C)=[O:94], predict the reaction product. The product is: [CH2:7]([O:60][C@H:61]([CH3:65])[C@H:62]([NH:63][C:66]([C:68]1[CH:69]=[CH:70][C:71]([C:34]2[CH:35]=[CH:36][C:37]([C:93]([OH:94])=[O:92])=[CH:38][CH:39]=2)=[CH:72][CH:73]=1)=[O:67])[C:79](=[O:80])[NH:81][O:82][CH2:83][C:84]1[CH:85]=[CH:86][CH:87]=[CH:88][CH:89]=1)[C:9]1[CH:10]=[CH:11][CH:12]=[CH:13][CH:14]=1. (2) Given the reactants Cl[C:2]1[C:11]([CH2:12][C:13]2[CH:18]=[CH:17][C:16]([N:19]3[CH:23]=[CH:22][CH:21]=[N:20]3)=[CH:15][CH:14]=2)=[C:10]([CH3:24])[C:9]2[C:8]([OH:25])=[CH:7][CH:6]=[C:5]([F:26])[C:4]=2[N:3]=1.[CH:27]1(B(O)O)[CH2:29][CH2:28]1.C(=O)([O-])[O-].[Cs+].[Cs+].O1CCOCC1, predict the reaction product. The product is: [CH:27]1([C:2]2[C:11]([CH2:12][C:13]3[CH:18]=[CH:17][C:16]([N:19]4[CH:23]=[CH:22][CH:21]=[N:20]4)=[CH:15][CH:14]=3)=[C:10]([CH3:24])[C:9]3[C:8]([OH:25])=[CH:7][CH:6]=[C:5]([F:26])[C:4]=3[N:3]=2)[CH2:29][CH2:28]1.